From a dataset of Reaction yield outcomes from USPTO patents with 853,638 reactions. Predict the reaction yield, written as a fraction of the theoretical maximum amount of product (1.0 means a 100% yield; for example, 0.34 means a 34% yield). (1) The reactants are [NH2:1][C:2]1[CH:3]=[CH:4][C:5]([F:26])=[C:6]([C@:8]2([CH:23]([F:25])[F:24])[C@@H:14]3[C@@H:12]([CH2:13]3)[O:11][C:10]([NH:15][C:16](=[O:22])[O:17][C:18]([CH3:21])([CH3:20])[CH3:19])=[N:9]2)[CH:7]=1.C(N(CC)CC)C.[Cl:34][C:35]1[CH:36]=[CH:37][C:38]([S:41](Cl)(=[O:43])=[O:42])=[N:39][CH:40]=1. The catalyst is C(Cl)Cl.CCOC(C)=O.O. The product is [Cl:34][C:35]1[CH:36]=[CH:37][C:38]([S:41]([NH:1][C:2]2[CH:3]=[CH:4][C:5]([F:26])=[C:6]([C@:8]3([CH:23]([F:25])[F:24])[C@@H:14]4[C@@H:12]([CH2:13]4)[O:11][C:10]([NH:15][C:16](=[O:22])[O:17][C:18]([CH3:20])([CH3:21])[CH3:19])=[N:9]3)[CH:7]=2)(=[O:43])=[O:42])=[N:39][CH:40]=1. The yield is 0.700. (2) The reactants are [O:1]=[C:2]1[C:7]([CH2:8][C:9]2[CH:16]=[CH:15][C:12]([C:13]#[N:14])=[CH:11][CH:10]=2)=[CH:6][NH:5][C:4](=[S:17])[NH:3]1.C([O-])([O-])=O.[K+].[K+].[Cl:24][C:25]1[CH:30]=[CH:29][C:28]([O:31][C:32]2[CH:37]=[CH:36][C:35]([CH2:38]Cl)=[CH:34][CH:33]=2)=[CH:27][C:26]=1[C:40]([F:43])([F:42])[F:41]. The catalyst is CC(C)=O. The product is [Cl:24][C:25]1[CH:30]=[CH:29][C:28]([O:31][C:32]2[CH:33]=[CH:34][C:35]([CH2:38][S:17][C:4]3[NH:5][CH:6]=[C:7]([CH2:8][C:9]4[CH:16]=[CH:15][C:12]([C:13]#[N:14])=[CH:11][CH:10]=4)[C:2](=[O:1])[N:3]=3)=[CH:36][CH:37]=2)=[CH:27][C:26]=1[C:40]([F:41])([F:42])[F:43]. The yield is 0.314. (3) The reactants are CCN(CC)CC.II.C1C=CC(P(C2C=CC=CC=2)C2C=CC=CC=2)=CC=1.[C:29]([O:33][C:34](=[O:63])[NH:35][CH2:36][C:37]1([C:40]([NH:42][NH:43][C:44]([CH:46]2[CH2:52][CH2:51][C@@H:50]3[CH2:53][N:47]2[C:48](=[O:62])[N:49]3[O:54][CH2:55][C:56]2[CH:61]=[CH:60][CH:59]=[CH:58][CH:57]=2)=O)=[O:41])[CH2:39][CH2:38]1)([CH3:32])([CH3:31])[CH3:30]. The catalyst is C(Cl)Cl. The product is [CH2:55]([O:54][N:49]1[C:48](=[O:62])[N:47]2[CH2:53][C@H:50]1[CH2:51][CH2:52][CH:46]2[C:44]1[O:41][C:40]([C:37]2([CH2:36][NH:35][C:34](=[O:63])[O:33][C:29]([CH3:32])([CH3:31])[CH3:30])[CH2:38][CH2:39]2)=[N:42][N:43]=1)[C:56]1[CH:61]=[CH:60][CH:59]=[CH:58][CH:57]=1. The yield is 0.830. (4) The reactants are [NH2:1][C:2]1[CH:7]=[CH:6][C:5]([C:8]2[N:9]=[C:10]([CH2:13][N:14]3[CH:18]=[C:17]([C:19]([O:21][CH2:22][CH3:23])=[O:20])[CH:16]=[N:15]3)[S:11][CH:12]=2)=[CH:4][CH:3]=1.C(N(CC)CC)C.[CH3:31][O:32][CH2:33][C:34](Cl)=[O:35]. The catalyst is O1CCCC1. The product is [CH3:31][O:32][CH2:33][C:34]([NH:1][C:2]1[CH:7]=[CH:6][C:5]([C:8]2[N:9]=[C:10]([CH2:13][N:14]3[CH:18]=[C:17]([C:19]([O:21][CH2:22][CH3:23])=[O:20])[CH:16]=[N:15]3)[S:11][CH:12]=2)=[CH:4][CH:3]=1)=[O:35]. The yield is 0.740. (5) The reactants are N12CCC(CC1)CN2.[CH:9](=[O:16])[C:10]1[CH:15]=[CH:14][CH:13]=[CH:12][CH:11]=1.[C:17]([O:21][CH3:22])(=[O:20])[CH:18]=[CH2:19]. No catalyst specified. The product is [OH:16][CH:9]([C:10]1[CH:15]=[CH:14][CH:13]=[CH:12][CH:11]=1)[C:18](=[CH2:19])[C:17]([O:21][CH3:22])=[O:20]. The yield is 0.770.